From a dataset of NCI-60 drug combinations with 297,098 pairs across 59 cell lines. Regression. Given two drug SMILES strings and cell line genomic features, predict the synergy score measuring deviation from expected non-interaction effect. (1) Drug 1: C1=CC(=C2C(=C1NCCNCCO)C(=O)C3=C(C=CC(=C3C2=O)O)O)NCCNCCO. Drug 2: CC(C)CN1C=NC2=C1C3=CC=CC=C3N=C2N. Cell line: MDA-MB-231. Synergy scores: CSS=33.2, Synergy_ZIP=-0.0911, Synergy_Bliss=-1.20, Synergy_Loewe=-17.8, Synergy_HSA=-0.881. (2) Drug 1: CC1C(C(CC(O1)OC2CC(CC3=C2C(=C4C(=C3O)C(=O)C5=C(C4=O)C(=CC=C5)OC)O)(C(=O)CO)O)N)O.Cl. Drug 2: CN(C(=O)NC(C=O)C(C(C(CO)O)O)O)N=O. Cell line: ACHN. Synergy scores: CSS=-1.17, Synergy_ZIP=0.310, Synergy_Bliss=-0.130, Synergy_Loewe=-3.26, Synergy_HSA=-1.89. (3) Drug 1: CC(C1=C(C=CC(=C1Cl)F)Cl)OC2=C(N=CC(=C2)C3=CN(N=C3)C4CCNCC4)N. Drug 2: C1=NNC2=C1C(=O)NC=N2. Cell line: HL-60(TB). Synergy scores: CSS=29.9, Synergy_ZIP=0.217, Synergy_Bliss=12.2, Synergy_Loewe=-17.7, Synergy_HSA=5.14.